This data is from Forward reaction prediction with 1.9M reactions from USPTO patents (1976-2016). The task is: Predict the product of the given reaction. (1) Given the reactants FC(F)(F)C1C=CC(OCC2C=CC(SC3C=CC(OCC(O)=O)=C(C)C=3)=CC=2)=CC=1.C([O:34][C:35](=[O:68])[CH2:36][O:37][C:38]1[C:47]2[CH2:46][CH2:45][CH2:44][CH2:43][C:42]=2[C:41]([S:48][C:49]2[CH:54]=[CH:53][C:52]([CH2:55][O:56][C:57]3[CH:62]=[CH:61][C:60]([C:63]([F:66])([F:65])[F:64])=[CH:59][CH:58]=3)=[CH:51][C:50]=2[Cl:67])=[CH:40][CH:39]=1)C, predict the reaction product. The product is: [Cl:67][C:50]1[CH:51]=[C:52]([CH2:55][O:56][C:57]2[CH:62]=[CH:61][C:60]([C:63]([F:66])([F:64])[F:65])=[CH:59][CH:58]=2)[CH:53]=[CH:54][C:49]=1[S:48][C:41]1[C:42]2[CH2:43][CH2:44][CH2:45][CH2:46][C:47]=2[C:38]([O:37][CH2:36][C:35]([OH:68])=[O:34])=[CH:39][CH:40]=1. (2) Given the reactants [OH-].[K+].BrC(Br)(F)F.[C:8]1([CH2:14][CH:15]([NH2:17])[CH3:16])[CH:13]=[CH:12][CH:11]=[CH:10][CH:9]=1, predict the reaction product. The product is: [C:8]1([CH2:14][C@H:15]([NH2:17])/[CH:16]=[CH:14]\[C:8]2[CH:13]=[CH:12][CH:11]=[CH:10][CH:9]=2)[CH:13]=[CH:12][CH:11]=[CH:10][CH:9]=1. (3) Given the reactants [CH3:1][C@@:2]1([OH:22])[CH2:7][CH2:6][C@H:5]2[C@H:8]3[C@H:18]([CH2:19][CH2:20][C@:3]12[CH3:4])[C@:16]1([CH3:17])[CH:11]([CH2:12][C@@H:13]2[O:21][C@@H:14]2[CH2:15]1)[CH2:10][CH2:9]3.O.[NH:24]1[CH2:29][CH2:28][NH:27][CH2:26][CH2:25]1, predict the reaction product. The product is: [CH3:1][C@@:2]1([OH:22])[CH2:7][CH2:6][C@H:5]2[C@H:8]3[C@H:18]([CH2:19][CH2:20][C@:3]12[CH3:4])[C@:16]1([CH3:17])[CH:11]([CH2:12][C@H:13]([OH:21])[C@@H:14]([N:24]2[CH2:29][CH2:28][NH:27][CH2:26][CH2:25]2)[CH2:15]1)[CH2:10][CH2:9]3. (4) Given the reactants [CH2:1]([OH:9])[CH2:2][CH2:3][CH2:4][CH2:5][CH2:6][CH2:7][CH3:8].[Na].[C:11]([O:15][C:16]([CH3:19])([CH3:18])[CH3:17])(=[O:14])[CH:12]=[CH2:13].Cl, predict the reaction product. The product is: [CH2:1]([O:9][CH2:13][CH2:12][C:11]([O:15][C:16]([CH3:19])([CH3:18])[CH3:17])=[O:14])[CH2:2][CH2:3][CH2:4][CH2:5][CH2:6][CH2:7][CH3:8]. (5) Given the reactants [CH2:1]([O:3][C:4]([C:6]1[CH:7]=[N:8][N:9]2[C:14]([NH:15][C:16]3[CH:21]=[CH:20][C:19]([CH3:22])=[CH:18][CH:17]=3)=[C:13]([C:23]([OH:25])=O)[CH:12]=[N:11][C:10]=12)=[O:5])[CH3:2].Cl.[F:27][C:28]1[CH:33]=[CH:32][C:31]2[C:34]3([CH2:40][O:41][C:30]=2[CH:29]=1)[CH2:39][CH2:38][NH:37][CH2:36][CH2:35]3, predict the reaction product. The product is: [CH2:1]([O:3][C:4]([C:6]1[CH:7]=[N:8][N:9]2[C:14]([NH:15][C:16]3[CH:17]=[CH:18][C:19]([CH3:22])=[CH:20][CH:21]=3)=[C:13]([C:23]([N:37]3[CH2:38][CH2:39][C:34]4([C:31]5[CH:32]=[CH:33][C:28]([F:27])=[CH:29][C:30]=5[O:41][CH2:40]4)[CH2:35][CH2:36]3)=[O:25])[CH:12]=[N:11][C:10]=12)=[O:5])[CH3:2].